Binary Classification. Given a T-cell receptor sequence (or CDR3 region) and an epitope sequence, predict whether binding occurs between them. From a dataset of TCR-epitope binding with 47,182 pairs between 192 epitopes and 23,139 TCRs. (1) Result: 1 (the TCR binds to the epitope). The TCR CDR3 sequence is CASSPLTEWNTEAFF. The epitope is FPPTSFGPL. (2) The TCR CDR3 sequence is CASRSLLGTRVETEAFF. Result: 1 (the TCR binds to the epitope). The epitope is ATDALMTGY. (3) The epitope is GLIYNRMGAVTTEV. The TCR CDR3 sequence is CASSRSGGSQETQYF. Result: 0 (the TCR does not bind to the epitope). (4) The epitope is NQKLIANQF. The TCR CDR3 sequence is CASTLLTSGTGELFF. Result: 0 (the TCR does not bind to the epitope). (5) The TCR CDR3 sequence is CATGGGEETQYF. Result: 1 (the TCR binds to the epitope). The epitope is WICLLQFAY. (6) The epitope is LLFGYPVYV. The TCR CDR3 sequence is CASSEYGNSQGFYEQYF. Result: 0 (the TCR does not bind to the epitope). (7) Result: 1 (the TCR binds to the epitope). The epitope is LLWNGPMAV. The TCR CDR3 sequence is CASSERGSNQPQHF.